Dataset: Reaction yield outcomes from USPTO patents with 853,638 reactions. Task: Predict the reaction yield, written as a fraction of the theoretical maximum amount of product (1.0 means a 100% yield; for example, 0.34 means a 34% yield). (1) The reactants are [C:1]1(B(O)O)[C:10]2[C:5](=[CH:6][CH:7]=[CH:8][CH:9]=2)[CH:4]=[CH:3][CH:2]=1.C([O-])([O-])=O.[Na+].[Na+].Br[C:21]1[CH:26]=[CH:25][CH:24]=[C:23]([CH:27]=[O:28])[N:22]=1. The catalyst is C1(C)C=CC=CC=1.C1C=CC([P]([Pd]([P](C2C=CC=CC=2)(C2C=CC=CC=2)C2C=CC=CC=2)([P](C2C=CC=CC=2)(C2C=CC=CC=2)C2C=CC=CC=2)[P](C2C=CC=CC=2)(C2C=CC=CC=2)C2C=CC=CC=2)(C2C=CC=CC=2)C2C=CC=CC=2)=CC=1. The product is [CH:27]([C:23]1[CH:24]=[CH:25][CH:26]=[C:21]([C:1]2[C:10]3[C:5](=[CH:6][CH:7]=[CH:8][CH:9]=3)[CH:4]=[CH:3][CH:2]=2)[N:22]=1)=[O:28]. The yield is 0.870. (2) The reactants are [C:1]([C:4]1[C:9]([C:10]2[CH:15]=[CH:14][CH:13]=[CH:12][CH:11]=2)=[N:8][N:7]([CH2:16][CH3:17])[C:6](=[O:18])[C:5]=1[N+:19]([O-])=O)(=[O:3])[CH3:2].N[C:23]1[CH:27]=[C:26]([CH3:28])[O:25][N:24]=1. The catalyst is C(O)C. The product is [C:1]([C:4]1[C:9]([C:10]2[CH:11]=[CH:12][CH:13]=[CH:14][CH:15]=2)=[N:8][N:7]([CH2:16][CH3:17])[C:6](=[O:18])[C:5]=1[NH:19][C:23]1[CH:27]=[C:26]([CH3:28])[O:25][N:24]=1)(=[O:3])[CH3:2]. The yield is 0.372. (3) The reactants are Br[C:2]1[CH:7]=[C:6]([C:8]([OH:11])([CH3:10])[CH3:9])[N:5]=[C:4]([C:12]([OH:15])([CH3:14])[CH3:13])[CH:3]=1.[C:16]([Cu])#[N:17].O.CCOC(C)=O. The catalyst is CN(C=O)C. The product is [OH:15][C:12]([C:4]1[CH:3]=[C:2]([CH:7]=[C:6]([C:8]([OH:11])([CH3:10])[CH3:9])[N:5]=1)[C:16]#[N:17])([CH3:14])[CH3:13]. The yield is 0.320. (4) The reactants are [C:9](O[C:9]([O:11][C:12]([CH3:15])([CH3:14])[CH3:13])=[O:10])([O:11][C:12]([CH3:15])([CH3:14])[CH3:13])=[O:10].[Cl:16][C:17]1[NH:18][CH:19]=[CH:20][N:21]=1.[OH-].[Na+].O1[CH2:28][CH2:27][CH2:26][CH2:25]1. The catalyst is O. The product is [C:12]([O:11][C:9]([N:18]1[C:19]2[CH:25]=[CH:26][CH:27]=[CH:28][C:20]=2[N:21]=[C:17]1[Cl:16])=[O:10])([CH3:13])([CH3:14])[CH3:15]. The yield is 0.990. (5) The reactants are Br[C:2]1[CH:7]=[CH:6][C:5]([O:8][CH2:9][CH2:10][CH2:11][CH2:12][CH2:13][CH2:14][CH3:15])=[CH:4][CH:3]=1.C([Li])CCC.[O:21]=[C:22]1[CH2:27][CH2:26][N:25]([C:28]([O:30][C:31]([CH3:34])([CH3:33])[CH3:32])=[O:29])[CH2:24][CH2:23]1. The catalyst is C1COCC1. The product is [CH2:9]([O:8][C:5]1[CH:6]=[CH:7][C:2]([C:22]2([OH:21])[CH2:23][CH2:24][N:25]([C:28]([O:30][C:31]([CH3:33])([CH3:32])[CH3:34])=[O:29])[CH2:26][CH2:27]2)=[CH:3][CH:4]=1)[CH2:10][CH2:11][CH2:12][CH2:13][CH2:14][CH3:15]. The yield is 0.330.